Dataset: Full USPTO retrosynthesis dataset with 1.9M reactions from patents (1976-2016). Task: Predict the reactants needed to synthesize the given product. (1) Given the product [C:5]1([C:3]([CH3:2])([OH:4])[C:21]([OH:22])=[O:24])[CH:18]=[CH:15][CH:16]=[CH:9][CH:7]=1, predict the reactants needed to synthesize it. The reactants are: O=[CH:2][C@@H:3]([C@H:5]([C@@H:7]([CH2:9]O)O)O)[OH:4].[Na+].[Cl-].Cl.N[C@H:15]([C:18](O)=O)[CH2:16]S.[C:21](=[O:24])([O-])[O-:22].[Ca+2]. (2) Given the product [OH:13][CH2:12][CH:11]([C:8]1[CH:9]=[CH:10][C:5]([C:3]#[N:4])=[C:6]([O:18][CH3:19])[CH:7]=1)[CH3:17], predict the reactants needed to synthesize it. The reactants are: [Li+].[BH4-].[C:3]([C:5]1[CH:10]=[CH:9][C:8]([CH:11]([CH3:17])[C:12](OCC)=[O:13])=[CH:7][C:6]=1[O:18][CH3:19])#[N:4].O. (3) Given the product [CH3:1][O:2][N:3]=[CH:4][C:5]1[CH:9]=[CH:8][S:7][C:6]=1[CH:10]=[O:11], predict the reactants needed to synthesize it. The reactants are: [CH3:1][O:2][N:3]=[CH:4][C:5]1[CH:9]=[CH:8][S:7][C:6]=1[CH2:10][OH:11].CC(OI1(OC(C)=O)(OC(C)=O)OC(=O)C2C=CC=CC1=2)=O.C(=O)(O)[O-].[Na+].S([O-])([O-])(=O)=S.[Na+].[Na+]. (4) Given the product [N:23]1[CH:24]=[CH:25][CH:26]=[CH:27][C:22]=1[N:19]1[CH2:20][CH2:21][N:16]([C:12]2[CH:11]=[C:10]([CH2:9][OH:8])[CH:15]=[CH:14][CH:13]=2)[CH2:17][CH2:18]1, predict the reactants needed to synthesize it. The reactants are: [Si]([O:8][CH2:9][C:10]1[CH:11]=[C:12]([N:16]2[CH2:21][CH2:20][N:19]([C:22]3[CH:27]=[CH:26][CH:25]=[CH:24][N:23]=3)[CH2:18][CH2:17]2)[CH:13]=[CH:14][CH:15]=1)(C(C)(C)C)(C)C.C1COCC1.Cl.C(=O)([O-])O.[Na+]. (5) Given the product [C:18]([O:22][C:23]([NH:25][CH2:26][C:27]([NH:1][C:2]1([C:13]([O:15][CH2:16][CH3:17])=[O:14])[CH2:5][N:4]([C:6]([O:8][C:9]([CH3:10])([CH3:11])[CH3:12])=[O:7])[CH2:3]1)=[O:28])=[O:24])([CH3:21])([CH3:20])[CH3:19], predict the reactants needed to synthesize it. The reactants are: [NH2:1][C:2]1([C:13]([O:15][CH2:16][CH3:17])=[O:14])[CH2:5][N:4]([C:6]([O:8][C:9]([CH3:12])([CH3:11])[CH3:10])=[O:7])[CH2:3]1.[C:18]([O:22][C:23]([NH:25][CH2:26][C:27](O)=[O:28])=[O:24])([CH3:21])([CH3:20])[CH3:19].C1C=CC2N(O)N=NC=2C=1.CCN=C=NCCCN(C)C.CCN(C(C)C)C(C)C. (6) Given the product [F:1][C:2]1[CH:3]=[C:4]([C:8](=[O:32])[CH2:9][C:10](=[O:31])[CH:11]=[C:12]2[CH2:13][CH2:14][N:15]([C:18](=[O:30])[C:19]3[CH:24]=[CH:23][C:22]([O:25][CH:26]([CH3:28])[CH3:27])=[C:21]([CH3:29])[CH:20]=3)[CH2:16][CH2:17]2)[CH:5]=[N:6][CH:7]=1, predict the reactants needed to synthesize it. The reactants are: [F:1][C:2]1[CH:3]=[C:4]([CH:8]([OH:32])[CH2:9][C:10](=[O:31])[CH:11]=[C:12]2[CH2:17][CH2:16][N:15]([C:18](=[O:30])[C:19]3[CH:24]=[CH:23][C:22]([O:25][CH:26]([CH3:28])[CH3:27])=[C:21]([CH3:29])[CH:20]=3)[CH2:14][CH2:13]2)[CH:5]=[N:6][CH:7]=1.CC(OI1(OC(C)=O)(OC(C)=O)OC(=O)C2C=CC=CC1=2)=O. (7) The reactants are: [CH:1]([C:3]1[C:12]([Br:13])=[CH:11][C:10]2[C:9]([CH3:15])([CH3:14])[CH2:8][CH2:7][C:6]([CH3:17])([CH3:16])[C:5]=2[CH:4]=1)=[O:2].[CH2:18](O)[CH2:19][OH:20].O.C1(C)C=CC(S(O)(=O)=O)=CC=1. Given the product [O:2]1[CH2:18][CH2:19][O:20][CH:1]1[C:3]1[C:12]([Br:13])=[CH:11][C:10]2[C:9]([CH3:15])([CH3:14])[CH2:8][CH2:7][C:6]([CH3:17])([CH3:16])[C:5]=2[CH:4]=1, predict the reactants needed to synthesize it. (8) Given the product [Br:17][C:18]1[CH:19]=[C:20]([CH:23]=[CH:24][C:25]=1[O:26][CH2:1][O:2][CH2:3][CH2:4][O:5][CH3:6])[C:21]#[N:22], predict the reactants needed to synthesize it. The reactants are: [CH2:1](Cl)[O:2][CH2:3][CH2:4][O:5][CH3:6].C(N(CC)C(C)C)(C)C.[Br:17][C:18]1[CH:19]=[C:20]([CH:23]=[CH:24][C:25]=1[OH:26])[C:21]#[N:22].